From a dataset of Catalyst prediction with 721,799 reactions and 888 catalyst types from USPTO. Predict which catalyst facilitates the given reaction. (1) Reactant: [OH:1][CH:2]1[CH2:6][CH2:5][N:4]([C:7]2[CH:8]=[C:9]3[C:13](=[CH:14][CH:15]=2)[C:12]2([C:19](=[O:20])[NH:18][C:17](=[O:21])[NH:16]2)[CH2:11][CH2:10]3)[CH2:3]1.C([O-])([O-])=O.[K+].[K+].Br[CH2:29][C:30]([O:32][C:33]([CH3:36])([CH3:35])[CH3:34])=[O:31]. Product: [OH:1][CH:2]1[CH2:6][CH2:5][N:4]([C:7]2[CH:8]=[C:9]3[C:13](=[CH:14][CH:15]=2)[C:12]2([C:19](=[O:20])[N:18]([CH2:29][C:30]([O:32][C:33]([CH3:36])([CH3:35])[CH3:34])=[O:31])[C:17](=[O:21])[NH:16]2)[CH2:11][CH2:10]3)[CH2:3]1. The catalyst class is: 18. (2) Reactant: [Cl:1][C:2]1[CH:7]=[C:6]([Cl:8])[CH:5]=[CH:4][C:3]=1[C:9]1[N:10]=[C:11]([CH2:26][CH3:27])[C:12]([NH:17][C@H:18]2[C@@H:22]([O:23][CH2:24][CH3:25])[CH2:21][NH:20][CH2:19]2)=[N:13][C:14]=1[CH2:15][CH3:16].[C:28](Cl)(=[O:30])[CH3:29].C(=O)(O)[O-].[Na+]. Product: [C:28]([N:20]1[CH2:21][C@H:22]([O:23][CH2:24][CH3:25])[C@H:18]([NH:17][C:12]2[C:11]([CH2:26][CH3:27])=[N:10][C:9]([C:3]3[CH:4]=[CH:5][C:6]([Cl:8])=[CH:7][C:2]=3[Cl:1])=[C:14]([CH2:15][CH3:16])[N:13]=2)[CH2:19]1)(=[O:30])[CH3:29]. The catalyst class is: 2. (3) Reactant: [CH3:1][O:2][CH2:3][CH2:4]Br.C(=O)([O-])[O-].[K+].[K+].[O:12]1[CH2:17][CH2:16][N:15]([C:18]2[CH:23]=[C:22]([C:24]3[C:37]4[S:36][C:35]5[C:30](=[CH:31][C:32]([NH:38][CH:39]6[CH2:44][CH2:43][NH:42][CH2:41][CH2:40]6)=[CH:33][CH:34]=5)[S:29][C:28]=4[CH:27]=[CH:26][CH:25]=3)[NH:21][C:20](=[O:45])[CH:19]=2)[CH2:14][CH2:13]1.C(OCC)(=O)C. Product: [CH3:1][O:2][CH2:3][CH2:4][N:42]1[CH2:43][CH2:44][CH:39]([NH:38][C:32]2[CH:31]=[C:30]3[C:35](=[CH:34][CH:33]=2)[S:36][C:37]2[C:24]([C:22]4[NH:21][C:20](=[O:45])[CH:19]=[C:18]([N:15]5[CH2:14][CH2:13][O:12][CH2:17][CH2:16]5)[CH:23]=4)=[CH:25][CH:26]=[CH:27][C:28]=2[S:29]3)[CH2:40][CH2:41]1. The catalyst class is: 9. (4) Product: [CH:1]1([OH:16])[CH2:15][CH2:14][CH2:13][CH2:12][CH2:11][CH2:10][CH2:9][CH2:8][CH2:7][CH2:6][CH2:5][CH2:4][CH2:3][CH2:2]1. The catalyst class is: 8. Reactant: [C:1]1(=[O:16])[CH2:15][CH2:14][CH2:13][CH2:12][CH2:11][CH2:10][CH2:9][CH2:8][CH2:7][CH2:6][CH2:5][CH2:4][CH2:3][CH2:2]1.CCCCCC.O. (5) Reactant: [CH:1]1[CH:2]=[CH:3][N:4]2[CH2:10][C:9]3[CH:11]=[CH:12][CH:13]=[CH:14][C:8]=3[N:7]([C:15]([C:17]3[CH:22]=[CH:21][C:20]([C:23]4[CH2:28][CH2:27][CH2:26][C:25](=[O:29])[C:24]=4[CH3:30])=[C:19]([CH3:31])[CH:18]=3)=[O:16])[CH2:6][C:5]=12.B.O1CCCC1. Product: [CH:1]1[CH:2]=[CH:3][N:4]2[CH2:10][C:9]3[CH:11]=[CH:12][CH:13]=[CH:14][C:8]=3[N:7]([C:15]([C:17]3[CH:22]=[CH:21][C:20]([C:23]4[CH2:28][CH2:27][CH2:26][C@@H:25]([OH:29])[C:24]=4[CH3:30])=[C:19]([CH3:31])[CH:18]=3)=[O:16])[CH2:6][C:5]=12. The catalyst class is: 30. (6) Reactant: COC[O:4][C:5]1[C:10]([CH3:11])=[CH:9][CH:8]=[C:7]([O:12][CH2:13][O:14][CH3:15])[C:6]=1[C:16]1([C:19](OCC)=[O:20])[CH2:18][CH2:17]1.O.[H-].[Na+].C(Cl)OC. Product: [OH:20][CH2:19][C:16]1([C:6]2[C:7]([O:12][CH2:13][O:14][CH3:15])=[CH:8][CH:9]=[C:10]([CH3:11])[C:5]=2[OH:4])[CH2:17][CH2:18]1. The catalyst class is: 353. (7) Reactant: [CH2:1]1[C:3]2([CH2:8][CH2:7][C@H:6]([CH2:9][C@H:10]([NH:13][C:14](=[O:20])[O:15][C:16]([CH3:19])([CH3:18])[CH3:17])[CH2:11][OH:12])[CH2:5][O:4]2)[CH2:2]1.[S:21](Cl)([C:24]1[CH:30]=[CH:29][C:27]([CH3:28])=[CH:26][CH:25]=1)(=[O:23])=[O:22]. Product: [CH3:28][C:27]1[CH:29]=[CH:30][C:24]([S:21]([O:12][CH2:11][C@@H:10]([NH:13][C:14]([O:15][C:16]([CH3:17])([CH3:19])[CH3:18])=[O:20])[CH2:9][C@H:6]2[CH2:7][CH2:8][C:3]3([CH2:2][CH2:1]3)[O:4][CH2:5]2)(=[O:23])=[O:22])=[CH:25][CH:26]=1. The catalyst class is: 17. (8) Reactant: [CH2:1]([OH:6])[CH:2]=[CH:3][CH2:4][OH:5].[CH:7]1([O:12][C:13]2[CH:14]=[C:15]([CH:19]=[CH:20][C:21]=2[O:22][CH3:23])[CH:16]=[N:17][OH:18])[CH2:11][CH2:10][CH2:9][CH2:8]1.Cl[O-].[Na+]. Product: [CH:7]1([O:12][C:13]2[CH:14]=[C:15]([C:16]3[CH:3]([CH2:4][OH:5])[CH:2]([CH2:1][OH:6])[O:18][N:17]=3)[CH:19]=[CH:20][C:21]=2[O:22][CH3:23])[CH2:8][CH2:9][CH2:10][CH2:11]1. The catalyst class is: 7. (9) Reactant: [CH:1]([NH:3]/[C:4](=[C:8](/[CH3:16])\[CH2:9][CH2:10][CH2:11][CH2:12][CH2:13][CH2:14][CH3:15])/[C:5]([O-:7])=[O:6])=[O:2].[CH3:17][CH2:18]OCC.CCCCCC. Product: [CH:1]([NH:3][CH:4]([CH:8]([CH3:16])[CH2:9][CH2:10][CH2:11][CH2:12][CH2:13][CH2:14][CH3:15])[C:5]([O:7][CH2:17][CH3:18])=[O:6])=[O:2]. The catalyst class is: 19. (10) Reactant: [Br:1][C:2]1[N:6]2[C:7]3[C:12]([CH2:13][CH2:14][C:5]2=[C:4]([C:21](O)=[O:22])[N:3]=1)=[CH:11][C:10]([O:15][CH3:16])=[C:9]([CH2:17][CH:18]([CH3:20])[CH3:19])[CH:8]=3.CCN(C(C)C)C(C)C.[CH3:33][C:34]1([CH3:40])[CH2:39][O:38][CH2:37][CH2:36][NH:35]1. Product: [Br:1][C:2]1[N:6]2[C:7]3[C:12]([CH2:13][CH2:14][C:5]2=[C:4]([C:21]([N:35]2[CH2:36][CH2:37][O:38][CH2:39][C:34]2([CH3:40])[CH3:33])=[O:22])[N:3]=1)=[CH:11][C:10]([O:15][CH3:16])=[C:9]([CH2:17][CH:18]([CH3:19])[CH3:20])[CH:8]=3. The catalyst class is: 2.